Predict the reactants needed to synthesize the given product. From a dataset of Full USPTO retrosynthesis dataset with 1.9M reactions from patents (1976-2016). (1) The reactants are: [CH3:1][O:2][C:3]1[CH:4]=[C:5]([CH2:9][CH2:10][NH2:11])[CH:6]=[CH:7][CH:8]=1.C(N(CC)CC)C.[F:19][C:20]([F:33])([F:32])[C:21]([N:23]1[CH2:28][CH2:27][CH:26]([C:29](Cl)=[O:30])[CH2:25][CH2:24]1)=[O:22]. Given the product [CH3:1][O:2][C:3]1[CH:4]=[C:5]([CH2:9][CH2:10][NH:11][C:29]([CH:26]2[CH2:25][CH2:24][N:23]([C:21](=[O:22])[C:20]([F:33])([F:19])[F:32])[CH2:28][CH2:27]2)=[O:30])[CH:6]=[CH:7][CH:8]=1, predict the reactants needed to synthesize it. (2) Given the product [CH:2]([C:3]12[N:10]([C:11]([O:13][C:14]([CH3:17])([CH3:16])[CH3:15])=[O:12])[CH:7]([CH2:8][CH2:9]1)[CH2:6][O:5][CH2:4]2)=[O:1], predict the reactants needed to synthesize it. The reactants are: [OH:1][CH2:2][C:3]12[N:10]([C:11]([O:13][CH:14]([CH3:16])[CH3:15])=[O:12])[CH:7]([CH2:8][CH2:9]1)[CH2:6][O:5][CH2:4]2.[CH3:17]C(OI1(OC(C)=O)(OC(C)=O)OC(=O)C2C=CC=CC1=2)=O. (3) Given the product [NH:24]1[C:23]2[CH:25]=[CH:26][CH:27]=[CH:28][C:22]=2[N:21]=[C:20]1[C:18]([C:15]1[CH:16]=[CH:17][C:12]([O:11][C:6]2[C:5]([CH:3]3[CH2:4][N:1]([C:41](=[O:43])[CH3:42])[CH2:2]3)=[N:10][CH:9]=[CH:8][N:7]=2)=[CH:13][CH:14]=1)=[O:19], predict the reactants needed to synthesize it. The reactants are: [NH:1]1[CH2:4][CH:3]([C:5]2[C:6]([O:11][C:12]3[CH:17]=[CH:16][C:15]([C:18]([C:20]4[NH:24][C:23]5[CH:25]=[CH:26][CH:27]=[CH:28][C:22]=5[N:21]=4)=[O:19])=[CH:14][CH:13]=3)=[N:7][CH:8]=[CH:9][N:10]=2)[CH2:2]1.C(N(CC)CC)C.N1([C:41](=[O:43])[CH3:42])C=CN=C1.C([O-])(O)=O.[Na+].